This data is from Full USPTO retrosynthesis dataset with 1.9M reactions from patents (1976-2016). The task is: Predict the reactants needed to synthesize the given product. (1) Given the product [CH3:45][C:43]1[CH:44]=[C:39]([CH3:38])[N:40]=[C:41]([O:1][C@@H:2]([C:6]([O:19][CH3:20])([C:7]2[CH:12]=[CH:11][CH:10]=[CH:9][CH:8]=2)[C:13]2[CH:18]=[CH:17][CH:16]=[CH:15][CH:14]=2)[C:3]([OH:5])=[O:4])[N:42]=1, predict the reactants needed to synthesize it. The reactants are: [OH:1][C@@H:2]([C:6]([O:19][CH3:20])([C:13]1[CH:18]=[CH:17][CH:16]=[CH:15][CH:14]=1)[C:7]1[CH:12]=[CH:11][CH:10]=[CH:9][CH:8]=1)[C:3]([O-:5])=[O:4].Cl[C@H](C1C=CC(Cl)=CC=1)C[NH3+].CC(C)([O-])C.[Na+].[CH3:38][C:39]1[CH:44]=[C:43]([CH3:45])[N:42]=[C:41](S(C)(=O)=O)[N:40]=1.O. (2) The reactants are: C(OC([N:8]1[CH2:11][CH:10]([C:12]2[CH:13]=[C:14]3[C:18](=[CH:19][CH:20]=2)[N:17]([S:21]([C:24]2[CH:29]=[CH:28][CH:27]=[C:26]([C:30]([F:33])([F:32])[F:31])[CH:25]=2)(=[O:23])=[O:22])[CH:16]=[CH:15]3)[CH2:9]1)=O)(C)(C)C.[ClH:34]. Given the product [ClH:34].[NH:8]1[CH2:11][CH:10]([C:12]2[CH:13]=[C:14]3[C:18](=[CH:19][CH:20]=2)[N:17]([S:21]([C:24]2[CH:29]=[CH:28][CH:27]=[C:26]([C:30]([F:32])([F:33])[F:31])[CH:25]=2)(=[O:22])=[O:23])[CH:16]=[CH:15]3)[CH2:9]1, predict the reactants needed to synthesize it. (3) Given the product [N:13]1[C:22]2[C:17](=[CH:18][CH:19]=[CH:20][CH:21]=2)[N:16]=[CH:15][C:14]=1[C:23]1[CH:24]=[C:25]([NH:29][C:4](=[O:6])[CH2:3][CH:1]=[CH2:2])[CH:26]=[CH:27][CH:28]=1, predict the reactants needed to synthesize it. The reactants are: [CH:1]([CH2:3][C:4]([OH:6])=O)=[CH2:2].C(Cl)(=O)C(Cl)=O.[N:13]1[C:22]2[C:17](=[CH:18][CH:19]=[CH:20][CH:21]=2)[N:16]=[CH:15][C:14]=1[C:23]1[CH:24]=[C:25]([NH2:29])[CH:26]=[CH:27][CH:28]=1.C(N(C(C)C)CC)(C)C. (4) Given the product [CH2:1]([S:3]([CH2:6][CH2:7][CH2:8][C:9]12[CH2:16][CH2:15][C:12]([C:17]([NH:27][CH3:26])=[O:19])([CH2:13][CH2:14]1)[CH2:11][CH2:10]2)(=[O:5])=[O:4])[CH3:2], predict the reactants needed to synthesize it. The reactants are: [CH2:1]([S:3]([CH2:6][CH2:7][CH2:8][C:9]12[CH2:16][CH2:15][C:12]([C:17]([OH:19])=O)([CH2:13][CH2:14]1)[CH2:11][CH2:10]2)(=[O:5])=[O:4])[CH3:2].C(Cl)(=O)C(Cl)=O.[CH3:26][NH2:27]. (5) Given the product [C:30]([C:6]1[N:7]=[C:8]([C:11]2[CH:16]=[CH:15][C:14]([O:17][CH2:18][CH2:19][CH:20]3[CH2:21][CH2:22][N:23]([C:32]([NH:46][CH3:45])=[O:43])[CH2:24][CH2:25]3)=[C:13]([C:26]([F:29])([F:28])[F:27])[CH:12]=2)[CH:9]=[C:10]2[N:2]([CH3:1])[N:3]=[N:4][C:5]=12)#[N:31], predict the reactants needed to synthesize it. The reactants are: [CH3:1][N:2]1[C:10]2[CH:9]=[C:8]([C:11]3[CH:16]=[CH:15][C:14]([O:17][CH2:18][CH2:19][CH:20]4[CH2:25][CH2:24][NH:23][CH2:22][CH2:21]4)=[C:13]([C:26]([F:29])([F:28])[F:27])[CH:12]=3)[N:7]=[C:6]([C:30]#[N:31])[C:5]=2[N:4]=[N:3]1.[C:32](Cl)(=[O:43])OC1C=CC([N+]([O-])=O)=CC=1.[CH3:45][NH2:46]. (6) The reactants are: [NH:1]1[C:10]2[C:5](=[CH:6][CH:7]=[CH:8][CH:9]=2)[CH2:4][CH2:3][CH2:2]1.[N+:11]([O-])([OH:13])=[O:12].C(=O)([O-])[O-].[Na+].[Na+]. Given the product [N+:11]([C:8]1[CH:9]=[C:10]2[C:5]([CH2:4][CH2:3][CH2:2][NH:1]2)=[CH:6][CH:7]=1)([O-:13])=[O:12], predict the reactants needed to synthesize it.